This data is from Peptide-MHC class I binding affinity with 185,985 pairs from IEDB/IMGT. The task is: Regression. Given a peptide amino acid sequence and an MHC pseudo amino acid sequence, predict their binding affinity value. This is MHC class I binding data. The peptide sequence is PGYRWMCLRR. The binding affinity (normalized) is 0. The MHC is HLA-A68:02 with pseudo-sequence HLA-A68:02.